This data is from TCR-epitope binding with 47,182 pairs between 192 epitopes and 23,139 TCRs. The task is: Binary Classification. Given a T-cell receptor sequence (or CDR3 region) and an epitope sequence, predict whether binding occurs between them. (1) Result: 1 (the TCR binds to the epitope). The TCR CDR3 sequence is CASRGLAGGDTQYF. The epitope is EIYKRWII. (2) The epitope is RAKFKQLL. The TCR CDR3 sequence is CSVGAGDYEQYF. Result: 1 (the TCR binds to the epitope).